From a dataset of Experimentally validated miRNA-target interactions with 360,000+ pairs, plus equal number of negative samples. Binary Classification. Given a miRNA mature sequence and a target amino acid sequence, predict their likelihood of interaction. (1) The miRNA is hsa-miR-5091 with sequence ACGGAGACGACAAGACUGUGCUG. The protein sequence of the target gene is MASCPDSDNSWVLAGSESLPVETLGPASRMDPESERALQAPHSPSKTDGKELAGTMDGEGTLFQTESPQSGSILTEETEVKGTLEGDVCGVEPPGPGDTVVQGDLQETTVVTGLGPDTQDLEGQSPPQSLPSTPKAAWIREEGRCSSSDDDTDVDMEGLRRRRGREAGPPQPMVPLAVENQAGGEGAGGELGISLNMCLLGALVLLGLGVLLFSGGLSESETGPMEEVERQVLPDPEVLEAVGDRQDGLREQLQAPVPPDSVPSLQNMGLLLDKLAKENQDIRLLQAQLQAQKEELQSLM.... Result: 0 (no interaction). (2) The miRNA is hsa-miR-648 with sequence AAGUGUGCAGGGCACUGGU. The protein sequence of the target gene is MAAAAPVAADDDERRRRPGAALEDSRSQEGANGEAESGELSRLRAELAGALAEMETMKAVAEVSESTKAEAVAAVQRQCQEEVASLQAILKDSISSYEAQITALKQERQQQQQDCEEKERELGRLKQLLSRAYPLDSLEKQMEKAHEDSEKLREIVLPMEKEIEELKAKLLRAEELIQEIQRRPRHAPSLHGSTELLPLSRDPSPPLEPLEELSGDGGPAAEAFAHNCDDSASISSFSLGGGVGSSSSLPQSRQGLSPEQEETASLVSTGTLVPEGIYLPPPGYQLVPDTQWEQLQTEGR.... Result: 0 (no interaction). (3) The miRNA is mmu-miR-124-5p with sequence CGUGUUCACAGCGGACCUUGAU. The protein sequence of the target gene is MFPRRPPATLAAWLAGARGGGLLSALANQCRFVTGLRVRRAQQIAQLYGRLYSESSRCALLGRFWRRLRGRPGHASVLMAALSGVFVWDEERIQEEELQRSINEMKRLEEMSNIFQSSGVENYPPEPKSPAGGNEKSKDKEEPWEMVMDKKHFKLWRRPITGTHLYQYRVFGTYTDVTPRQFFNVQLDTEYRKKWDALVIKLEVIERDAVSGSEVLHWVTHFPYPMYSRDYVYVRRYSVDQENNVMVLVSRAVEHPSVPESPEFVRVRSYESQMVIRPHKSFDENGFDYLLTYSDNPQTV.... Result: 0 (no interaction). (4) The miRNA is hsa-miR-4779 with sequence UAGGAGGGAAUAGUAAAAGCAG. The protein sequence of the target gene is MSELEQLRQEAEQLRNQIRDARKACGDSTLTQITAGLDPVGRIQMRTRRTLRGHLAKIYAMHWGTDSRLLVSASQDGKLIIWDSYTTNKVHAIPLRSSWVMTCAYAPSGNFVACGGLDNICSIYSLKTREGNVRVSRELPGHTGYLSCCRFLDDNQIITSSGDTTCALWDIETGQQTVGFAGHSGDVMSLSLAPDGRTFVSGACDASIKLWDVRDSMCRQTFIGHESDINAVAFFPNGYAFTTGSDDATCRLFDLRADQELLMYSHDNIICGITSVAFSRSGRLLLAGYDDFNCNIWDAM.... Result: 0 (no interaction). (5) The miRNA is hsa-miR-146b-3p with sequence GCCCUGUGGACUCAGUUCUGGU. The protein sequence of the target gene is MTTGDCCHLPGSLCDCSGSPAFSKVVEATGLGPPQYVAQVTSRDGRLLSTVIRALDTPSDGPFCRICHEGANGECLLSPCGCTGTLGAVHKSCLEKWLSSSNTSYCELCHTEFAVEKRPRPLTEWLKDPGPRTEKRTLCCDMVCFLFITPLAAISGWLCLRGAQDHLRLHSQLEAVGLIALTIALFTIYVLWTLVSFRYHCQLYSEWRKTNQKVRLKIREADSPEGPQHSPLAAGLLKKVAEETPV. Result: 0 (no interaction).